From a dataset of Full USPTO retrosynthesis dataset with 1.9M reactions from patents (1976-2016). Predict the reactants needed to synthesize the given product. (1) Given the product [CH3:1][N:2]1[C:10]2[C:5](=[CH:6][C:7]([NH2:11])=[CH:8][CH:9]=2)[CH2:4][CH2:3]1, predict the reactants needed to synthesize it. The reactants are: [CH3:1][N:2]1[C:10]2[C:5](=[CH:6][C:7]([N+:11]([O-])=O)=[CH:8][CH:9]=2)[CH2:4][CH2:3]1.[OH-].[Na+]. (2) Given the product [CH2:35]([C:31]1[CH:30]=[C:29]([C:27]([C:9]2[C:8]([O:7][CH2:6][O:5][CH2:4][CH2:3][O:2][CH3:1])=[C:17]3[C:12]([CH:13]=[CH:14][CH:15]=[N:16]3)=[C:11]([CH3:18])[CH:10]=2)=[O:28])[CH:34]=[CH:33][CH:32]=1)[C:36]1[CH:37]=[CH:38][CH:39]=[CH:40][CH:41]=1, predict the reactants needed to synthesize it. The reactants are: [CH3:1][O:2][CH2:3][CH2:4][O:5][CH2:6][O:7][C:8]1[C:9](Br)=[CH:10][C:11]([CH3:18])=[C:12]2[C:17]=1[N:16]=[CH:15][CH:14]=[CH:13]2.C([Li])CCC.CN(OC)[C:27]([C:29]1[CH:34]=[CH:33][CH:32]=[C:31]([CH2:35][C:36]2[CH:41]=[CH:40][CH:39]=[CH:38][CH:37]=2)[CH:30]=1)=[O:28].[NH4+].[Cl-]. (3) Given the product [CH3:1][N:2]1[C:7](=[O:8])[CH:6]([C:30]([NH:29][C:23]2[CH:28]=[CH:27][CH:26]=[CH:25][CH:24]=2)=[O:31])[C:5]2[CH:9]=[C:10]3[C:15](=[CH:16][C:4]=2[S:3]1(=[O:17])=[O:18])[CH2:14][CH2:13][CH2:12][CH2:11]3, predict the reactants needed to synthesize it. The reactants are: [CH3:1][N:2]1[C:7](=[O:8])[CH2:6][C:5]2[CH:9]=[C:10]3[C:15](=[CH:16][C:4]=2[S:3]1(=[O:18])=[O:17])[CH2:14][CH2:13][CH2:12][CH2:11]3.[H-].[Na+].[H][H].[C:23]1([N:29]=[C:30]=[O:31])[CH:28]=[CH:27][CH:26]=[CH:25][CH:24]=1. (4) Given the product [CH3:26][C:27]1([CH3:43])[C:31]([CH3:33])([CH3:32])[O:30][B:29]([C:2]2[CH:25]=[CH:24][C:5]([O:6][C:7]3[N:15]([CH2:16][O:17][CH2:18][CH2:19][Si:20]([CH3:23])([CH3:22])[CH3:21])[C:10]4=[N:11][CH:12]=[CH:13][CH:14]=[C:9]4[N:8]=3)=[CH:4][CH:3]=2)[O:28]1, predict the reactants needed to synthesize it. The reactants are: Br[C:2]1[CH:25]=[CH:24][C:5]([O:6][C:7]2[N:15]([CH2:16][O:17][CH2:18][CH2:19][Si:20]([CH3:23])([CH3:22])[CH3:21])[C:10]3=[N:11][CH:12]=[CH:13][CH:14]=[C:9]3[N:8]=2)=[CH:4][CH:3]=1.[CH3:26][C:27]1([CH3:43])[C:31]([CH3:33])([CH3:32])[O:30][B:29]([B:29]2[O:30][C:31]([CH3:33])([CH3:32])[C:27]([CH3:43])([CH3:26])[O:28]2)[O:28]1.CC([O-])=O.[K+].CS(C)=O. (5) Given the product [Br:25][C:26]1[CH:33]=[CH:32][CH:31]=[CH:30][C:27]=1[CH2:28][N:14]1[C:15]2[CH2:16][CH2:17][NH:8][CH2:9][CH2:10][C:11]=2[C:12]([C:18]2[CH:19]=[CH:20][C:21]([Cl:24])=[CH:22][CH:23]=2)=[N:13]1, predict the reactants needed to synthesize it. The reactants are: C(OC([N:8]1[CH2:17][CH2:16][C:15]2[NH:14][N:13]=[C:12]([C:18]3[CH:23]=[CH:22][C:21]([Cl:24])=[CH:20][CH:19]=3)[C:11]=2[CH2:10][CH2:9]1)=O)(C)(C)C.[Br:25][C:26]1[CH:33]=[CH:32][CH:31]=[CH:30][C:27]=1[CH2:28]Br. (6) Given the product [CH3:18][O:19][C:20]1[CH:25]=[CH:24][CH:23]=[CH:22][C:21]=1[O:26][C@H:2]1[CH2:3][O:1]1, predict the reactants needed to synthesize it. The reactants are: [O:1]1[CH2:3][C@H:2]1COS(C1C=CC=C([N+]([O-])=O)C=1)(=O)=O.[CH3:18][O:19][C:20]1[CH:25]=[CH:24][CH:23]=[CH:22][C:21]=1[OH:26].C([O-])([O-])=O.[Cs+].[Cs+]. (7) Given the product [CH3:23][O:24][CH2:25][CH2:26][O:21][C:20]([C:19]1[C:4]2[O:3][B:2]([OH:1])[C@@H:7]([NH:8][C:9](=[O:15])[CH2:10][CH2:11][C:12](=[O:14])[CH3:13])[CH2:6][C:5]=2[CH:16]=[CH:17][CH:18]=1)=[O:22], predict the reactants needed to synthesize it. The reactants are: [OH:1][B:2]1[C@@H:7]([NH:8][C:9](=[O:15])[CH2:10][CH2:11][C:12](=[O:14])[CH3:13])[CH2:6][C:5]2[CH:16]=[CH:17][CH:18]=[C:19]([C:20]([OH:22])=[O:21])[C:4]=2[O:3]1.[CH3:23][O:24][CH2:25][CH2:26]O.